From a dataset of Full USPTO retrosynthesis dataset with 1.9M reactions from patents (1976-2016). Predict the reactants needed to synthesize the given product. (1) Given the product [CH:14]1([NH:17][C:18]2[N:23]3[N:24]=[CH:25][C:26](/[CH:27]=[C:7]4/[C:5](=[O:6])[NH:4][C:2](=[O:3])[NH:1]/4)=[C:22]3[N:21]=[C:20]([NH:29][C:30]3[CH:35]=[C:34]([F:36])[CH:33]=[C:32]([F:37])[CH:31]=3)[CH:19]=2)[CH2:15][CH2:16]1, predict the reactants needed to synthesize it. The reactants are: [NH:1]1[CH2:7][C:5](=[O:6])[NH:4][C:2]1=[O:3].N1CCCCC1.[CH:14]1([NH:17][C:18]2[N:23]3[N:24]=[CH:25][C:26]([CH:27]=O)=[C:22]3[N:21]=[C:20]([NH:29][C:30]3[CH:35]=[C:34]([F:36])[CH:33]=[C:32]([F:37])[CH:31]=3)[CH:19]=2)[CH2:16][CH2:15]1. (2) The reactants are: Cl[C:2]1[C:7]([C:8]([O:10][CH2:11][CH3:12])=[O:9])=[CH:6][N:5]=[C:4]([S:13][CH3:14])[N:3]=1.[F:15][C:16]([F:23])([C:19]([F:22])([F:21])[F:20])[CH2:17][NH2:18]. Given the product [CH3:14][S:13][C:4]1[N:3]=[C:2]([NH:18][CH2:17][C:16]([F:23])([F:15])[C:19]([F:22])([F:21])[F:20])[C:7]([C:8]([O:10][CH2:11][CH3:12])=[O:9])=[CH:6][N:5]=1, predict the reactants needed to synthesize it.